From a dataset of Full USPTO retrosynthesis dataset with 1.9M reactions from patents (1976-2016). Predict the reactants needed to synthesize the given product. (1) Given the product [C:7]([C:9]1[C:14]([CH:15]2[CH2:16][CH2:17]2)=[CH:13][C:12](=[O:18])[NH:11][C:10]=1[S:19][CH2:21][C:22]([NH2:24])=[O:23])#[N:8], predict the reactants needed to synthesize it. The reactants are: N1CCOCC1.[C:7]([C:9]1[C:14]([CH:15]2[CH2:17][CH2:16]2)=[CH:13][C:12](=[O:18])[NH:11][C:10]=1[SH:19])#[N:8].Br[CH2:21][C:22]([NH2:24])=[O:23]. (2) Given the product [C:1]([O:5][CH2:6][C:7]([Cl:17])=[N:8][OH:9])([CH3:4])([CH3:3])[CH3:2], predict the reactants needed to synthesize it. The reactants are: [C:1]([O:5][CH2:6][CH:7]=[N:8][OH:9])([CH3:4])([CH3:3])[CH3:2].C1C(=O)N([Cl:17])C(=O)C1.CCOCC. (3) Given the product [CH3:29][O:30][C:31]1[CH:39]=[C:38]2[C:34]([CH2:35][N:36]([C:2]3[O:6][C:5]([C:7]([NH:9][C:10]4[CH:11]=[N:12][CH:13]=[CH:14][C:15]=4[N:16]4[CH2:21][CH2:20][N:19]([C:22]([O:24][C:25]([CH3:28])([CH3:27])[CH3:26])=[O:23])[CH2:18][CH2:17]4)=[O:8])=[CH:4][CH:3]=3)[C:37]2=[O:40])=[CH:33][CH:32]=1, predict the reactants needed to synthesize it. The reactants are: Br[C:2]1[O:6][C:5]([C:7]([NH:9][C:10]2[CH:11]=[N:12][CH:13]=[CH:14][C:15]=2[N:16]2[CH2:21][CH2:20][N:19]([C:22]([O:24][C:25]([CH3:28])([CH3:27])[CH3:26])=[O:23])[CH2:18][CH2:17]2)=[O:8])=[CH:4][CH:3]=1.[CH3:29][O:30][C:31]1[CH:39]=[C:38]2[C:34]([CH2:35][NH:36][C:37]2=[O:40])=[CH:33][CH:32]=1.CC1(C)C2C(=C(P(C3C=CC=CC=3)C3C=CC=CC=3)C=CC=2)OC2C(P(C3C=CC=CC=3)C3C=CC=CC=3)=CC=CC1=2.C([O-])(=O)C.[K+].